This data is from Forward reaction prediction with 1.9M reactions from USPTO patents (1976-2016). The task is: Predict the product of the given reaction. (1) The product is: [Br:8][C:9]1[N:10]=[CH:11][N:12]([C:2]2[CH:7]=[CH:6][CH:5]=[CH:4][N:3]=2)[CH:13]=1. Given the reactants Br[C:2]1[CH:7]=[CH:6][CH:5]=[CH:4][N:3]=1.[Br:8][C:9]1[N:10]=[CH:11][NH:12][CH:13]=1.O.CCOC(C)=O, predict the reaction product. (2) Given the reactants [S:1]1[CH:5]=[C:4]([C:6]2[N:7]=[CH:8][N:9]([C:11]3[CH:12]=[N:13][NH:14][C:15]=3[NH2:16])[CH:10]=2)[N:3]=[CH:2]1.[CH2:17]([CH:19]([C:25](=O)[CH3:26])[C:20](OCC)=[O:21])[CH3:18], predict the reaction product. The product is: [CH2:25]([C:19]1[C:20](=[O:21])[N:14]2[N:13]=[CH:12][C:11]([N:9]3[CH:10]=[C:6]([C:4]4[N:3]=[CH:2][S:1][CH:5]=4)[N:7]=[CH:8]3)=[C:15]2[NH:16][C:17]=1[CH3:18])[CH3:26].